From a dataset of Catalyst prediction with 721,799 reactions and 888 catalyst types from USPTO. Predict which catalyst facilitates the given reaction. (1) Reactant: CO[C:3]([C:5]1[N:6]=[CH:7][NH:8][C:9]=1[C:10]([O:12]C)=O)=[O:4].[NH2:14][NH2:15]. Product: [NH:6]1[C:5]2[C:3](=[O:4])[NH:14][NH:15][C:10](=[O:12])[C:9]=2[N:8]=[CH:7]1. The catalyst class is: 5. (2) Reactant: [O:1]=[S:2]1(=[O:43])[CH2:7][CH2:6][CH:5]([C:8]2[CH:13]=[CH:12][C:11]([C:14]3[C:15]4[CH:22]=[C:21]([CH2:23][O:24][C:25]5[CH:30]=[CH:29][C:28]([C:31]6([CH2:36][C:37]([O:39]CC)=[O:38])[CH2:34][C:33](=[O:35])[CH2:32]6)=[CH:27][CH:26]=5)[CH:20]=[CH:19][C:16]=4[S:17][CH:18]=3)=[C:10]([CH3:42])[CH:9]=2)[CH2:4][CH2:3]1.[Li+].[OH-].Cl. Product: [O:43]=[S:2]1(=[O:1])[CH2:7][CH2:6][CH:5]([C:8]2[CH:13]=[CH:12][C:11]([C:14]3[C:15]4[CH:22]=[C:21]([CH2:23][O:24][C:25]5[CH:30]=[CH:29][C:28]([C:31]6([CH2:36][C:37]([OH:39])=[O:38])[CH2:32][C:33](=[O:35])[CH2:34]6)=[CH:27][CH:26]=5)[CH:20]=[CH:19][C:16]=4[S:17][CH:18]=3)=[C:10]([CH3:42])[CH:9]=2)[CH2:4][CH2:3]1. The catalyst class is: 23. (3) Reactant: OC(C(F)(F)F)=O.[CH3:8][O:9][C:10]([NH:12][C@@H:13]([CH:46]([CH3:48])[CH3:47])[C:14]([N:16]1[CH2:20][CH2:19][CH2:18][C@H:17]1[C:21]1[NH:22][CH:23]=[C:24]([C:26]2[CH:31]=[CH:30][C:29]([C:32]3[CH:37]=[CH:36][C:35]([C:38]([OH:40])=O)=[CH:34][C:33]=3[O:41][C:42]([F:45])([F:44])[F:43])=[CH:28][CH:27]=2)[N:25]=1)=[O:15])=[O:11].CN(C(ON1N=NC2C=CC=NC1=2)=[N+](C)C)C.F[P-](F)(F)(F)(F)F.[C:73]([O:77][C:78]([N:80]1[CH2:85][CH2:84][N:83]([C:86]2[CH:91]=[CH:90][C:89]([NH2:92])=[CH:88][N:87]=2)[C@H:82]([CH3:93])[CH2:81]1)=[O:79])([CH3:76])([CH3:75])[CH3:74].C(N(CC)C(C)C)(C)C. Product: [C:73]([O:77][C:78]([N:80]1[CH2:85][CH2:84][N:83]([C:86]2[CH:91]=[CH:90][C:89]([NH:92][C:38]([C:35]3[CH:36]=[CH:37][C:32]([C:29]4[CH:28]=[CH:27][C:26]([C:24]5[N:25]=[C:21]([C@@H:17]6[CH2:18][CH2:19][CH2:20][N:16]6[C:14](=[O:15])[C@@H:13]([NH:12][C:10]([O:9][CH3:8])=[O:11])[CH:46]([CH3:48])[CH3:47])[NH:22][CH:23]=5)=[CH:31][CH:30]=4)=[C:33]([O:41][C:42]([F:44])([F:45])[F:43])[CH:34]=3)=[O:40])=[CH:88][N:87]=2)[C@H:82]([CH3:93])[CH2:81]1)=[O:79])([CH3:76])([CH3:74])[CH3:75]. The catalyst class is: 44. (4) Reactant: [CH:1]([C:3]1[C:11]2[C:6](=[CH:7][CH:8]=[CH:9][CH:10]=2)[N:5]([CH2:12]O)[CH:4]=1)=[O:2].S(Cl)([Cl:16])=O. Product: [Cl:16][CH2:12][N:5]1[C:6]2[C:11](=[CH:10][CH:9]=[CH:8][CH:7]=2)[C:3]([CH:1]=[O:2])=[CH:4]1. The catalyst class is: 4. (5) Reactant: [N+:1]([C:4]1[CH:5]=[N:6][N:7]([CH2:9][C:10]([O:12][CH3:13])=[O:11])[CH:8]=1)([O-])=O.[H][H]. Product: [NH2:1][C:4]1[CH:5]=[N:6][N:7]([CH2:9][C:10]([O:12][CH3:13])=[O:11])[CH:8]=1. The catalyst class is: 43.